From a dataset of Catalyst prediction with 721,799 reactions and 888 catalyst types from USPTO. Predict which catalyst facilitates the given reaction. (1) Reactant: Cl[C:2]1[C:3]2[C:4](=[CH:16][N:17](CC3C=CC(OC)=CC=3)[N:18]=2)[N:5]=[C:6]([C:8]2[CH:13]=[CH:12][CH:11]=[C:10]([O:14][CH3:15])[CH:9]=2)[N:7]=1.[CH:28]1([C:31]2[NH:35][N:34]=[C:33]([NH2:36])[CH:32]=2)[CH2:30][CH2:29]1.Cl. Product: [CH:28]1([C:31]2[NH:35][N:34]=[C:33]([NH:36][C:2]3[C:3]4[NH:18][N:17]=[CH:16][C:4]=4[N:5]=[C:6]([C:8]4[CH:13]=[CH:12][CH:11]=[C:10]([O:14][CH3:15])[CH:9]=4)[N:7]=3)[CH:32]=2)[CH2:30][CH2:29]1. The catalyst class is: 71. (2) Reactant: [CH3:1][O:2][CH2:3][CH2:4][NH:5][C:6]1[S:7][C:8]([C:17]([OH:19])=O)=[C:9]([C:11]2[CH:16]=[CH:15][CH:14]=[CH:13][CH:12]=2)[N:10]=1.[CH3:20][C:21]1[CH:22]=[C:23]([N:28]2[CH2:33][CH2:32][NH:31][CH2:30][CH2:29]2)[CH:24]=[C:25]([CH3:27])[CH:26]=1.Cl.CN(C)CCCN=C=NCC.O.ON1C2C=CC=CC=2N=N1. Product: [CH3:27][C:25]1[CH:24]=[C:23]([N:28]2[CH2:29][CH2:30][N:31]([C:17]([C:8]3[S:7][C:6]([NH:5][CH2:4][CH2:3][O:2][CH3:1])=[N:10][C:9]=3[C:11]3[CH:12]=[CH:13][CH:14]=[CH:15][CH:16]=3)=[O:19])[CH2:32][CH2:33]2)[CH:22]=[C:21]([CH3:20])[CH:26]=1. The catalyst class is: 4. (3) Reactant: [Br:1][C:2]1[CH:9]=[C:6]([CH:7]=[O:8])[C:5]([OH:10])=[CH:4][CH:3]=1.[CH2:11](Br)[C:12]1[CH:17]=[CH:16][CH:15]=[CH:14][CH:13]=1.C(=O)([O-])[O-].[K+].[K+]. Product: [CH2:11]([O:10][C:5]1[CH:4]=[CH:3][C:2]([Br:1])=[CH:9][C:6]=1[CH:7]=[O:8])[C:12]1[CH:17]=[CH:16][CH:15]=[CH:14][CH:13]=1. The catalyst class is: 18. (4) Reactant: [C:1]1([CH:7]=[CH:8][CH2:9][O:10][CH:11]2[CH2:16][CH2:15][N:14](C(OC(C)(C)C)=O)[CH2:13][CH2:12]2)[CH:6]=[CH:5][CH:4]=[CH:3][CH:2]=1.Cl.[OH-].[Na+]. Product: [C:1]1([CH:7]=[CH:8][CH2:9][O:10][CH:11]2[CH2:16][CH2:15][NH:14][CH2:13][CH2:12]2)[CH:6]=[CH:5][CH:4]=[CH:3][CH:2]=1. The catalyst class is: 8. (5) Reactant: [Cl:1][C:2]1[CH:7]=[CH:6][C:5]([C:8]2[N:9]=[C:10]([C:13]([OH:15])=O)[S:11][CH:12]=2)=[CH:4][CH:3]=1.C1N=CN(C(N2C=NC=C2)=O)C=1.[F:28][C:29]1[CH:30]=[C:31]([CH:33]=[C:34]([F:36])[CH:35]=1)[NH2:32].C(Cl)(Cl)Cl. Product: [F:28][C:29]1[CH:30]=[C:31]([NH:32][C:13]([C:10]2[S:11][CH:12]=[C:8]([C:5]3[CH:4]=[CH:3][C:2]([Cl:1])=[CH:7][CH:6]=3)[N:9]=2)=[O:15])[CH:33]=[C:34]([F:36])[CH:35]=1. The catalyst class is: 1. (6) Reactant: C[Si](C)(C)CCOC(=O)[NH:7][N:8]1[C:12]([C:13]2[CH:14]=[N:15][CH:16]=[CH:17][CH:18]=2)=[CH:11][CH:10]=[C:9]1[C:19]1[CH:20]=[N:21][CH:22]=[CH:23][CH:24]=1.CCCC[N+](CCCC)(CCCC)CCCC.[F-].C1COCC1.C(O)(=O)C. Product: [N:15]1[CH:16]=[CH:17][CH:18]=[C:13]([C:12]2[N:8]([NH2:7])[C:9]([C:19]3[CH:20]=[N:21][CH:22]=[CH:23][CH:24]=3)=[CH:10][CH:11]=2)[CH:14]=1. The catalyst class is: 11. (7) Reactant: [CH3:1][C:2]1[N:3]=[C:4]2[C:9]([CH:10]([CH2:14][CH2:15][CH3:16])[CH2:11][CH2:12][CH3:13])=[CH:8][C:7]([CH3:17])=[N:6][N:5]2[CH:18]=1.C1C(=O)N([I:26])C(=O)C1.C(OCC)(=O)C. Product: [I:26][C:18]1[N:5]2[N:6]=[C:7]([CH3:17])[CH:8]=[C:9]([CH:10]([CH2:14][CH2:15][CH3:16])[CH2:11][CH2:12][CH3:13])[C:4]2=[N:3][C:2]=1[CH3:1]. The catalyst class is: 10. (8) Reactant: [OH:1][CH:2]([CH2:14][CH2:15][C:16]1[CH:21]=[CH:20][CH:19]=[CH:18][CH:17]=1)[CH:3]=[CH:4][C:5]1[CH:10]=[CH:9][C:8]([OH:11])=[C:7]([O:12][CH3:13])[CH:6]=1.[H][H]. Product: [OH:1][CH:2]([CH2:14][CH2:15][C:16]1[CH:17]=[CH:18][CH:19]=[CH:20][CH:21]=1)[CH2:3][CH2:4][C:5]1[CH:10]=[CH:9][C:8]([OH:11])=[C:7]([O:12][CH3:13])[CH:6]=1. The catalyst class is: 29. (9) The catalyst class is: 198. Reactant: C(Cl)(=O)C(Cl)=O.[C:7]([C:11]1[CH:16]=[CH:15][C:14]([S:17]([NH:20][CH2:21][C:22]2[CH:30]=[CH:29][C:25]([C:26]([OH:28])=O)=[CH:24][CH:23]=2)(=[O:19])=[O:18])=[CH:13][CH:12]=1)([CH3:10])([CH3:9])[CH3:8].[F:31][C:32]([F:41])([F:40])[C:33]1[CH:38]=[CH:37][N:36]=[CH:35][C:34]=1[NH2:39]. Product: [C:7]([C:11]1[CH:12]=[CH:13][C:14]([S:17]([NH:20][CH2:21][C:22]2[CH:23]=[CH:24][C:25]([C:26]([NH:39][C:34]3[CH:35]=[N:36][CH:37]=[CH:38][C:33]=3[C:32]([F:41])([F:31])[F:40])=[O:28])=[CH:29][CH:30]=2)(=[O:19])=[O:18])=[CH:15][CH:16]=1)([CH3:8])([CH3:9])[CH3:10].